From a dataset of Forward reaction prediction with 1.9M reactions from USPTO patents (1976-2016). Predict the product of the given reaction. The product is: [OH:7][C:4]1([C:9]2[CH:14]=[CH:13][CH:12]=[CH:11][CH:10]=2)[CH2:5][CH2:6][C:1](=[O:8])[CH2:2][CH2:3]1. Given the reactants [C:1]1(=[O:8])[CH2:6][CH2:5][C:4](=[O:7])[CH2:3][CH2:2]1.[C:9]1([Mg]Br)[CH:14]=[CH:13][CH:12]=[CH:11][CH:10]=1, predict the reaction product.